Dataset: Forward reaction prediction with 1.9M reactions from USPTO patents (1976-2016). Task: Predict the product of the given reaction. (1) The product is: [O:4]1[CH2:3][CH:2]([CH2:1][NH2:19])[CH2:8][O:7][C:6]2[CH:9]=[CH:10][CH:11]=[CH:12][C:5]1=2. Given the reactants [CH2:1]=[C:2]1[CH2:8][O:7][C:6]2[CH:9]=[CH:10][CH:11]=[CH:12][C:5]=2[O:4][CH2:3]1.B.C1COCC1.[NH2:19]S(O)(=O)=O.[OH-].[Na+], predict the reaction product. (2) The product is: [NH2:1][C:4]1[CH:9]=[CH:8][CH:7]=[C:6]2[C:5]=1[CH2:13][CH:14]([OH:20])[C:15](=[O:16])[NH:10]2. Given the reactants [N+:1]([C:4]1[CH:9]=[CH:8][CH:7]=[C:6]([N+:10]([O-])=O)[C:5]=1[CH2:13][CH:14]([OH:20])[C:15](OCC)=[O:16])([O-])=O, predict the reaction product. (3) Given the reactants [C:1]([O:5][C:6](=[O:14])[NH:7][C@H:8]([C:11](=O)[NH2:12])[CH2:9][CH3:10])([CH3:4])([CH3:3])[CH3:2].F[B-](F)(F)F.C([O+](CC)CC)C.[F:27][C:28]1[CH:29]=[C:30]([NH:35][C:36]2[CH:41]=[CH:40][CH:39]=[CH:38][N:37]=2)[C:31](N)=[CH:32][CH:33]=1, predict the reaction product. The product is: [C:1]([O:5][C:6](=[O:14])[NH:7][C@H:8]([C:11]1[N:35]([C:36]2[CH:41]=[CH:40][CH:39]=[CH:38][N:37]=2)[C:30]2[CH:29]=[C:28]([F:27])[CH:33]=[CH:32][C:31]=2[N:12]=1)[CH2:9][CH3:10])([CH3:4])([CH3:3])[CH3:2]. (4) Given the reactants [OH:1][CH2:2][C:3]1[CH:8]=[CH:7][C:6]([CH:9]2[CH2:15][CH:14]3[N:16]([C:17]([O:19][C:20]([CH3:23])([CH3:22])[CH3:21])=[O:18])[CH:11]([CH2:12][CH2:13]3)[CH:10]2[O:24][CH2:25][C:26]2[CH:35]=[CH:34][C:33]3[C:28](=[CH:29][CH:30]=[CH:31][CH:32]=3)[CH:27]=2)=[CH:5][CH:4]=1.[CH2:36]([O:43][CH2:44][CH2:45]I)[C:37]1[CH:42]=[CH:41][CH:40]=[CH:39][CH:38]=1, predict the reaction product. The product is: [CH2:36]([O:43][CH2:44][CH2:45][O:1][CH2:2][C:3]1[CH:8]=[CH:7][C:6]([CH:9]2[CH2:15][CH:14]3[N:16]([C:17]([O:19][C:20]([CH3:23])([CH3:22])[CH3:21])=[O:18])[CH:11]([CH2:12][CH2:13]3)[CH:10]2[O:24][CH2:25][C:26]2[CH:35]=[CH:34][C:33]3[C:28](=[CH:29][CH:30]=[CH:31][CH:32]=3)[CH:27]=2)=[CH:5][CH:4]=1)[C:37]1[CH:42]=[CH:41][CH:40]=[CH:39][CH:38]=1. (5) Given the reactants [NH2:1][C:2]1[CH:3]=[CH:4][C:5]([F:17])=[C:6]([C@:8]2([CH3:16])[C@@H:13]([F:14])[CH2:12][O:11][C:10]([NH2:15])=[N:9]2)[CH:7]=1.[CH:18]1([C:21]#[C:22][C:23]2[CH:24]=[CH:25][C:26]([C:29](O)=[O:30])=[N:27][CH:28]=2)[CH2:20][CH2:19]1, predict the reaction product. The product is: [NH2:15][C:10]1[O:11][CH2:12][C@H:13]([F:14])[C@:8]([C:6]2[CH:7]=[C:2]([NH:1][C:29]([C:26]3[CH:25]=[CH:24][C:23]([C:22]#[C:21][CH:18]4[CH2:20][CH2:19]4)=[CH:28][N:27]=3)=[O:30])[CH:3]=[CH:4][C:5]=2[F:17])([CH3:16])[N:9]=1. (6) Given the reactants [OH:1][CH2:2][CH2:3][N:4]1[C:8](=[O:9])[CH2:7][C:6]([C:10]2[CH:15]=[CH:14][CH:13]=[CH:12][CH:11]=2)=[N:5]1.C(=O)([O-])[O-].[Cs+].[Cs+].S(OCC)(O[CH2:26][CH3:27])(=O)=O, predict the reaction product. The product is: [CH2:26]([O:9][C:8]1[N:4]([CH2:3][CH2:2][OH:1])[N:5]=[C:6]([C:10]2[CH:15]=[CH:14][CH:13]=[CH:12][CH:11]=2)[CH:7]=1)[CH3:27].